Dataset: Catalyst prediction with 721,799 reactions and 888 catalyst types from USPTO. Task: Predict which catalyst facilitates the given reaction. (1) Reactant: [F:1][C:2]([F:7])([F:6])[C:3]([OH:5])=[O:4].F[C:9](F)(F)[C:10]([OH:12])=O.[Cl:15][C:16]1[CH:17]=[N:18][C:19]2[NH:20][C:21]3[CH:22]=[CH:23][CH:24]=[C:25]([CH:37]=3)[NH:26][CH2:27][C:28]3[CH:36]=[C:32]([NH:33][C:34]=1[N:35]=2)[CH:31]=[CH:30][CH:29]=3.N1C=CC=CC=1.C(OC(=O)C)(=O)C. Product: [F:1][C:2]([F:7])([F:6])[C:3]([OH:5])=[O:4].[C:10]([N:26]1[C:25]2[CH:37]=[C:21]([CH:22]=[CH:23][CH:24]=2)[NH:20][C:19]2=[N:35][C:34](=[C:16]([Cl:15])[CH:17]=[N:18]2)[NH:33][C:32]2=[CH:36][C:28](=[CH:29][CH:30]=[CH:31]2)[CH2:27]1)(=[O:12])[CH3:9]. The catalyst class is: 10. (2) Product: [CH3:1][C:2]1[CH:21]=[CH:20][CH:19]=[C:18]([CH3:22])[C:3]=1[CH2:4][O:5][C:6]1[CH:7]=[C:8]([CH:12]([CH3:24])[C:13]([O:15][CH2:16][CH3:17])=[O:14])[CH:9]=[CH:10][CH:11]=1. The catalyst class is: 1. Reactant: [CH3:1][C:2]1[CH:21]=[CH:20][CH:19]=[C:18]([CH3:22])[C:3]=1[CH2:4][O:5][C:6]1[CH:7]=[C:8]([CH2:12][C:13]([O:15][CH2:16][CH3:17])=[O:14])[CH:9]=[CH:10][CH:11]=1.[Li+].[CH3:24][Si]([N-][Si](C)(C)C)(C)C.CI. (3) Reactant: Br[CH2:2][C:3]1[CH:18]=[CH:17][C:6]2[S:7][CH:8]=[C:9]([C:10]3[CH:15]=[CH:14][CH:13]=[CH:12][C:11]=3[CH3:16])[C:5]=2[CH:4]=1.[OH:19][C:20]1[N:25]=[CH:24][C:23]([C@@H:26]([C:33]#[C:34][CH3:35])[CH2:27][C:28]([O:30][CH2:31][CH3:32])=[O:29])=[CH:22][CH:21]=1.O. Product: [CH3:16][C:11]1[CH:12]=[CH:13][CH:14]=[CH:15][C:10]=1[C:9]1[C:5]2[CH:4]=[C:3]([CH2:2][O:19][C:20]3[N:25]=[CH:24][C:23]([C@@H:26]([C:33]#[C:34][CH3:35])[CH2:27][C:28]([O:30][CH2:31][CH3:32])=[O:29])=[CH:22][CH:21]=3)[CH:18]=[CH:17][C:6]=2[S:7][CH:8]=1. The catalyst class is: 11. (4) Reactant: C(N(CC)CC)C.Cl.[CH3:9][S:10]([C:13]1[CH:32]=[CH:31][C:16]([CH2:17][O:18][C:19]2[CH:20]=[N:21][C:22]([N:25]3[CH2:30][CH2:29][NH:28][CH2:27][CH2:26]3)=[N:23][CH:24]=2)=[CH:15][CH:14]=1)(=[O:12])=[O:11].[C:33](=O)([O:42][CH:43]1[CH2:46][O:45][CH2:44]1)[O:34]N1C(=O)CCC1=O. Product: [CH3:9][S:10]([C:13]1[CH:14]=[CH:15][C:16]([CH2:17][O:18][C:19]2[CH:20]=[N:21][C:22]([N:25]3[CH2:30][CH2:29][N:28]([C:33]([O:42][CH:43]4[CH2:46][O:45][CH2:44]4)=[O:34])[CH2:27][CH2:26]3)=[N:23][CH:24]=2)=[CH:31][CH:32]=1)(=[O:12])=[O:11]. The catalyst class is: 2. (5) Reactant: I[C:2]1[C:10]2[O:9][CH:8]=[CH:7][C:6]=2[CH:5]=[C:4]([S:11]([NH:14][C:15]2[CH:20]=[C:19]([CH3:21])[CH:18]=[CH:17][C:16]=2[O:22][CH3:23])(=[O:13])=[O:12])[CH:3]=1.[CH2:24]([Sn](CCCC)(CCCC)C=C)[CH2:25]CC. Product: [CH3:23][O:22][C:16]1[CH:17]=[CH:18][C:19]([CH3:21])=[CH:20][C:15]=1[NH:14][S:11]([C:4]1[CH:3]=[C:2]([CH:24]=[CH2:25])[C:10]2[O:9][CH:8]=[CH:7][C:6]=2[CH:5]=1)(=[O:13])=[O:12]. The catalyst class is: 10. (6) Reactant: [NH2:1][C:2]1[S:3][CH:4]=[C:5]([C:14]2[CH:15]=[N:16][C:17]([O:20][CH3:21])=[CH:18][CH:19]=2)[C:6]=1[C:7]([O:9][C:10]([CH3:13])([CH3:12])[CH3:11])=[O:8].CCN(C(C)C)C(C)C.[F:31][C:32]1[CH:33]=[C:34]([CH:38]=[CH:39][CH:40]=1)[C:35](Cl)=[O:36]. Product: [F:31][C:32]1[CH:33]=[C:34]([CH:38]=[CH:39][CH:40]=1)[C:35]([NH:1][C:2]1[S:3][CH:4]=[C:5]([C:14]2[CH:15]=[N:16][C:17]([O:20][CH3:21])=[CH:18][CH:19]=2)[C:6]=1[C:7]([O:9][C:10]([CH3:11])([CH3:12])[CH3:13])=[O:8])=[O:36]. The catalyst class is: 64. (7) The catalyst class is: 3. Product: [ClH:1].[NH2:31][C@@H:32]([CH3:36])[C:33]([N:6]1[CH2:7][C@H:3]([OH:2])[CH2:4][C@H:5]1[C:8]([NH:10][CH2:11][C:12]1[CH:13]=[CH:14][C:15]([C:18]2[S:22][CH:21]=[N:20][C:19]=2[CH3:23])=[CH:16][CH:17]=1)=[O:9])=[O:34]. Reactant: [ClH:1].[OH:2][C@H:3]1[CH2:7][NH:6][C@H:5]([C:8]([NH:10][CH2:11][C:12]2[CH:17]=[CH:16][C:15]([C:18]3[S:22][CH:21]=[N:20][C:19]=3[CH3:23])=[CH:14][CH:13]=2)=[O:9])[CH2:4]1.C(OC([NH:31][C@@H:32]([CH3:36])[C:33](O)=[O:34])=O)(C)(C)C.CCN(C(C)C)C(C)C.CN(C(ON1N=NC2C=CC=NC1=2)=[N+](C)C)C.F[P-](F)(F)(F)(F)F.